Predict the reactants needed to synthesize the given product. From a dataset of Full USPTO retrosynthesis dataset with 1.9M reactions from patents (1976-2016). (1) Given the product [CH3:28][O:27][C:23](=[O:26])[CH2:24][CH2:25][N:8]1[C:7]2[CH:11]=[C:12]([CH3:16])[CH:13]=[C:14]([CH3:15])[C:6]=2[O:5][C@@H:4]([CH:1]([CH3:3])[CH3:2])[C:9]1=[O:10], predict the reactants needed to synthesize it. The reactants are: [CH:1]([C@H:4]1[C:9](=[O:10])[NH:8][C:7]2[CH:11]=[C:12]([CH3:16])[CH:13]=[C:14]([CH3:15])[C:6]=2[O:5]1)([CH3:3])[CH3:2].C(=O)([O-])[O-].[K+].[K+].[C:23]([O:27][CH3:28])(=[O:26])[CH:24]=[CH2:25].C(O)(=O)CC(CC(O)=O)(C(O)=O)O. (2) Given the product [Cl:29][C:10]1[C:9]2[C:14](=[CH:15][CH:16]=[C:7]([C:36]([C:35]3[N:31]([CH3:30])[CH:32]=[N:33][CH:34]=3)([C:38]3[CH:43]=[CH:42][CH:41]=[CH:40][N:39]=3)[OH:37])[CH:8]=2)[N:13]=[C:12]([N:17]([CH2:20][CH3:21])[CH2:18][CH3:19])[C:11]=1[O:22][C:23]1[CH:28]=[CH:27][CH:26]=[CH:25][CH:24]=1, predict the reactants needed to synthesize it. The reactants are: [Li]CCCC.Br[C:7]1[CH:8]=[C:9]2[C:14](=[CH:15][CH:16]=1)[N:13]=[C:12]([N:17]([CH2:20][CH3:21])[CH2:18][CH3:19])[C:11]([O:22][C:23]1[CH:28]=[CH:27][CH:26]=[CH:25][CH:24]=1)=[C:10]2[Cl:29].[CH3:30][N:31]1[C:35]([C:36]([C:38]2[CH:43]=[CH:42][CH:41]=[CH:40][N:39]=2)=[O:37])=[CH:34][N:33]=[CH:32]1. (3) Given the product [CH2:14]([N:9]1[C:10]2[C:6](=[CH:5][CH:4]=[CH:3][C:2]=2[F:1])[C:7](=[O:12])[C:8]1=[O:11])[CH3:15], predict the reactants needed to synthesize it. The reactants are: [F:1][C:2]1[CH:3]=[CH:4][CH:5]=[C:6]2[C:10]=1[NH:9][C:8](=[O:11])[C:7]2=[O:12].I[CH2:14][CH3:15].C(=O)([O-])[O-].[K+].[K+].